This data is from Peptide-MHC class I binding affinity with 185,985 pairs from IEDB/IMGT. The task is: Regression. Given a peptide amino acid sequence and an MHC pseudo amino acid sequence, predict their binding affinity value. This is MHC class I binding data. (1) The peptide sequence is GLAEKPNDY. The MHC is HLA-B15:02 with pseudo-sequence HLA-B15:02. The binding affinity (normalized) is 0.297. (2) The peptide sequence is SYINRTGTF. The MHC is HLA-A29:02 with pseudo-sequence HLA-A29:02. The binding affinity (normalized) is 0.349. (3) The MHC is HLA-B27:05 with pseudo-sequence HLA-B27:05. The peptide sequence is FHMDPSGTF. The binding affinity (normalized) is 0.0847. (4) The peptide sequence is RVRAAMKPI. The MHC is HLA-A01:01 with pseudo-sequence HLA-A01:01. The binding affinity (normalized) is 0.0847. (5) The binding affinity (normalized) is 0.244. The peptide sequence is PTALRSFGF. The MHC is Mamu-A01 with pseudo-sequence Mamu-A01. (6) The peptide sequence is SMLNIMNRRK. The MHC is HLA-A03:01 with pseudo-sequence HLA-A03:01. The binding affinity (normalized) is 0.639.